This data is from Reaction yield outcomes from USPTO patents with 853,638 reactions. The task is: Predict the reaction yield, written as a fraction of the theoretical maximum amount of product (1.0 means a 100% yield; for example, 0.34 means a 34% yield). The reactants are [CH:1]1([CH:4]([C:6]2[C:14]3[C:9](=[N:10][CH:11]=[CH:12][CH:13]=3)[NH:8][N:7]=2)[OH:5])[CH2:3][CH2:2]1.CC(OI1(OC(C)=O)(OC(C)=O)OC(=O)C2C=CC=CC1=2)=O.S([O-])([O-])(=O)=S.[Na+].[Na+]. The catalyst is C(Cl)Cl.C(=O)(O)[O-]. The product is [CH:1]1([C:4]([C:6]2[C:14]3[C:9](=[N:10][CH:11]=[CH:12][CH:13]=3)[NH:8][N:7]=2)=[O:5])[CH2:2][CH2:3]1. The yield is 0.505.